From a dataset of Full USPTO retrosynthesis dataset with 1.9M reactions from patents (1976-2016). Predict the reactants needed to synthesize the given product. (1) The reactants are: [Br:1][C:2]1[CH:7]=[CH:6][C:5]([N:8]2[CH2:21][CH2:20][C:11]3([CH2:15][N:14]([CH:16]4[CH2:19][CH2:18][CH2:17]4)[CH2:13][CH2:12]3)[CH2:10][CH2:9]2)=[CH:4][CH:3]=1.[CH:22]1(N2CCC3(CCNCC3)CC2)CCC1. Given the product [Br:1][C:2]1[CH:7]=[CH:6][C:5]([N:8]2[CH2:9][CH2:10][C:11]3([CH2:22][CH2:15][N:14]([CH:16]4[CH2:19][CH2:18][CH2:17]4)[CH2:13][CH2:12]3)[CH2:20][CH2:21]2)=[CH:4][CH:3]=1, predict the reactants needed to synthesize it. (2) Given the product [CH2:12]([C:14]1[CH:15]=[C:16]([CH:19]=[CH:20][CH:21]=1)[C:17]#[N:18])[CH2:11][CH2:10][CH2:9][CH2:8][CH2:7][CH2:6][CH2:5][CH2:4][CH2:3][CH2:2][CH3:1], predict the reactants needed to synthesize it. The reactants are: [CH2:1]=[CH:2][CH2:3][CH2:4][CH2:5][CH2:6][CH2:7][CH2:8][CH2:9][CH2:10][CH2:11][CH3:12].Br[C:14]1[CH:15]=[C:16]([CH:19]=[CH:20][CH:21]=1)[C:17]#[N:18]. (3) Given the product [Cl:23][C:5]1[C:4]2[C:9](=[CH:10][CH:11]=[C:2]([C:31]([C:30]3[C:25]([CH3:24])=[N:26][C:27]([CH3:39])=[CH:28][CH:29]=3)([C:33]3[N:37]([CH3:38])[N:36]=[N:35][CH:34]=3)[OH:32])[CH:3]=2)[N:8]=[C:7]([O:12][CH3:13])[C:6]=1[CH2:14][N:15]1[CH2:20][CH2:19][C:18]([F:22])([F:21])[CH2:17][CH2:16]1, predict the reactants needed to synthesize it. The reactants are: Br[C:2]1[CH:3]=[C:4]2[C:9](=[CH:10][CH:11]=1)[N:8]=[C:7]([O:12][CH3:13])[C:6]([CH2:14][N:15]1[CH2:20][CH2:19][C:18]([F:22])([F:21])[CH2:17][CH2:16]1)=[C:5]2[Cl:23].[CH3:24][C:25]1[C:30]([C:31]([C:33]2[N:37]([CH3:38])[N:36]=[N:35][CH:34]=2)=[O:32])=[CH:29][CH:28]=[C:27]([CH3:39])[N:26]=1.